This data is from Reaction yield outcomes from USPTO patents with 853,638 reactions. The task is: Predict the reaction yield, written as a fraction of the theoretical maximum amount of product (1.0 means a 100% yield; for example, 0.34 means a 34% yield). (1) The catalyst is S(=O)(=O)(O)O. The product is [Cl:1][CH2:2][C:3]([NH:5][C:6]1[C:11]([N+:21]([O-:23])=[O:22])=[CH:10][CH:9]=[C:8]([F:12])[C:7]=1[CH3:13])=[O:4]. The reactants are [Cl:1][CH2:2][C:3]([NH:5][C:6]1[CH:11]=[CH:10][CH:9]=[C:8]([F:12])[C:7]=1[CH3:13])=[O:4].C(O)C.O.C(=O)=O.[N+:21]([O-])([OH:23])=[O:22]. The yield is 0.950. (2) No catalyst specified. The product is [Cl:13][C:5]1[N:4]=[C:3]([CH3:10])[C:2]([Cl:1])=[C:7]([CH3:8])[N:6]=1. The reactants are [Cl:1][C:2]1[C:3]([CH3:10])=[N:4][C:5](O)=[N:6][C:7]=1[CH3:8].O=P(Cl)(Cl)[Cl:13].N(C1C=CC=CC=1)(CC)CC. The yield is 0.830. (3) The reactants are Br[C:2]1[S:11][C:5]2[C:6](=[O:10])[NH:7][CH:8]=[CH:9][C:4]=2[CH:3]=1.[Cl:12][C:13]1[CH:18]=[CH:17][C:16](B(O)O)=[CH:15][CH:14]=1.C(=O)([O-])[O-].[Na+].[Na+].C(O)C. The catalyst is C1C=CC([P]([Pd]([P](C2C=CC=CC=2)(C2C=CC=CC=2)C2C=CC=CC=2)([P](C2C=CC=CC=2)(C2C=CC=CC=2)C2C=CC=CC=2)[P](C2C=CC=CC=2)(C2C=CC=CC=2)C2C=CC=CC=2)(C2C=CC=CC=2)C2C=CC=CC=2)=CC=1.O.COCCOC. The product is [Cl:12][C:13]1[CH:18]=[CH:17][C:16]([C:2]2[S:11][C:5]3[C:6](=[O:10])[NH:7][CH:8]=[CH:9][C:4]=3[CH:3]=2)=[CH:15][CH:14]=1. The yield is 0.890. (4) The reactants are [CH3:1][N:2]1[CH:6]=[N:5][N:4]=[N:3]1.C([Mg]Cl)(C)C.[CH3:12][N:13]([CH3:26])[C:14]1[CH:15]=[C:16]([CH:23]=[CH:24][CH:25]=1)[C:17](N(OC)C)=[O:18].Cl. The catalyst is C1COCC1. The product is [CH3:12][N:13]([CH3:26])[C:14]1[CH:15]=[C:16]([C:17]([C:6]2[N:2]([CH3:1])[N:3]=[N:4][N:5]=2)=[O:18])[CH:23]=[CH:24][CH:25]=1. The yield is 0.250. (5) The reactants are Cl.CN(C)CCCN=C=NCC.[N+]1([O-])C(O)=CC=CC=1.[C:21]([O:25][C:26]([N:28]1[CH2:34][CH2:33][CH2:32][O:31][C@H:30]([C:35]([OH:37])=O)[CH2:29]1)=[O:27])([CH3:24])([CH3:23])[CH3:22].[NH2:38][C@@H:39]([CH2:42][C:43]1[CH:48]=[CH:47][C:46]([C:49]2[CH:50]=[CH:51][C:52]3[O:56][C:55](=[O:57])[N:54]([CH3:58])[C:53]=3[CH:59]=2)=[CH:45][CH:44]=1)[C:40]#[N:41].CCN(C(C)C)C(C)C. The catalyst is C(Cl)Cl. The product is [C:40]([C@@H:39]([NH:38][C:35]([C@@H:30]1[CH2:29][N:28]([C:26]([O:25][C:21]([CH3:22])([CH3:23])[CH3:24])=[O:27])[CH2:34][CH2:33][CH2:32][O:31]1)=[O:37])[CH2:42][C:43]1[CH:44]=[CH:45][C:46]([C:49]2[CH:50]=[CH:51][C:52]3[O:56][C:55](=[O:57])[N:54]([CH3:58])[C:53]=3[CH:59]=2)=[CH:47][CH:48]=1)#[N:41]. The yield is 0.440. (6) The reactants are Br[C:2]1[CH:11]=[CH:10][C:9]([N+:12]([O-])=O)=[C:8]2[C:3]=1[CH2:4][CH2:5][N:6]([CH3:15])[CH2:7]2. The catalyst is CO.C(N(CC)CC)C.[Pd]. The product is [CH3:15][N:6]1[CH2:5][CH2:4][C:3]2[C:8](=[C:9]([NH2:12])[CH:10]=[CH:11][CH:2]=2)[CH2:7]1. The yield is 0.890.